This data is from Forward reaction prediction with 1.9M reactions from USPTO patents (1976-2016). The task is: Predict the product of the given reaction. (1) Given the reactants [ClH:1].[CH3:2][O:3][C:4](=[O:15])[C@H:5]([CH3:14])[NH:6][C:7]1C=CC(Cl)=CC=1.Cl.CN(C)CCCN=C=NCC.[OH2:28].ON1[C:34]2[CH:35]=[CH:36][CH:37]=[CH:38][C:33]=2N=N1.CN1CCOCC1, predict the reaction product. The product is: [CH3:2][O:3][C:4](=[O:15])[CH:5]([NH:6][CH:7]=[O:28])[CH2:14][C:33]1[CH:38]=[CH:37][C:36]([Cl:1])=[CH:35][CH:34]=1. (2) Given the reactants [CH3:1][O:2][C:3]1[CH:4]=[C:5]2[C:9](=[CH:10][CH:11]=1)[NH:8][CH:7]=[CH:6]2.C([Mg]Br)C.Cl[C:17]([O:19][CH2:20][CH3:21])=[O:18], predict the reaction product. The product is: [CH2:20]([O:19][C:17]([C:6]1[C:5]2[C:9](=[CH:10][CH:11]=[C:3]([O:2][CH3:1])[CH:4]=2)[NH:8][CH:7]=1)=[O:18])[CH3:21]. (3) Given the reactants [ClH:1].[NH:2]1[C:7]2=[CH:8][N:9]=[N:10][CH:11]=[C:6]2[NH:5][C:4](=O)[C:3]1=O.P(Cl)(Cl)([Cl:16])=O, predict the reaction product. The product is: [Cl:1][C:3]1[C:4]([Cl:16])=[N:5][C:6]2[C:7]([N:2]=1)=[CH:8][N:9]=[N:10][CH:11]=2. (4) Given the reactants ClC(Cl)(Cl)[C:3]([C:5]1[N:14]2[C:8]([CH2:9][N:10]([C:19]([C:21]3[CH:26]=[CH:25][C:24]([C:27]4[CH:32]=[CH:31][CH:30]=[CH:29][C:28]=4[CH3:33])=[C:23]([CH3:34])[CH:22]=3)=[O:20])[C:11]3[CH:18]=[CH:17][CH:16]=[CH:15][C:12]=3[CH2:13]2)=[CH:7][CH:6]=1)=[O:4].[F:37][C:38]([F:48])([F:47])[C:39]1[CH:40]=[C:41]([CH:44]=[CH:45][CH:46]=1)[CH2:42][NH2:43], predict the reaction product. The product is: [CH3:34][C:23]1[CH:22]=[C:21]([C:19]([N:10]2[C:11]3[CH:18]=[CH:17][CH:16]=[CH:15][C:12]=3[CH2:13][N:14]3[C:5]([C:3]([NH:43][CH2:42][C:41]4[CH:44]=[CH:45][CH:46]=[C:39]([C:38]([F:47])([F:48])[F:37])[CH:40]=4)=[O:4])=[CH:6][CH:7]=[C:8]3[CH2:9]2)=[O:20])[CH:26]=[CH:25][C:24]=1[C:27]1[CH:32]=[CH:31][CH:30]=[CH:29][C:28]=1[CH3:33]. (5) Given the reactants [H-].[Li+].O[C:4]([CH3:8])([CH3:7])[C:5]#[N:6].[H][H].C12OC1C[CH2:14][N:13]([C:18]([O:20][CH2:21][CH3:22])=[O:19])[CH2:12]2.S(OCC)([O:26][CH2:27][CH3:28])(=O)=O, predict the reaction product. The product is: [C:5]([C@@H:4]1[CH2:8][CH2:12][N:13]([C:18]([O:20][CH2:21][CH3:22])=[O:19])[CH2:14][C@H:7]1[O:26][CH2:27][CH3:28])#[N:6]. (6) Given the reactants N#N.[C:3]([O:7][C:8](=[O:28])[NH:9][C:10]1[C:19]2[C:14](=[CH:15][CH:16]=[CH:17][CH:18]=2)[C:13]([O:20][C:21]2[CH:26]=[CH:25][N:24]=[C:23](Cl)[CH:22]=2)=[CH:12][CH:11]=1)([CH3:6])([CH3:5])[CH3:4].[NH2:29][C:30]1[CH:31]=[C:32]([CH:36]=[C:37]([C:39]#[C:40][Si:41]([CH:48]([CH3:50])[CH3:49])([CH:45]([CH3:47])[CH3:46])[CH:42]([CH3:44])[CH3:43])[CH:38]=1)[C:33]([OH:35])=[O:34].C([O-])([O-])=O.[Cs+].[Cs+].C1C=CC(P(C2C(C3C(P(C4C=CC=CC=4)C4C=CC=CC=4)=CC=C4C=3C=CC=C4)=C3C(C=CC=C3)=CC=2)C2C=CC=CC=2)=CC=1, predict the reaction product. The product is: [C:3]([O:7][C:8]([NH:9][C:10]1[C:19]2[C:14](=[CH:15][CH:16]=[CH:17][CH:18]=2)[C:13]([O:20][C:21]2[CH:26]=[CH:25][N:24]=[C:23]([NH:29][C:30]3[CH:31]=[C:32]([CH:36]=[C:37]([C:39]#[C:40][Si:41]([CH:42]([CH3:44])[CH3:43])([CH:48]([CH3:50])[CH3:49])[CH:45]([CH3:47])[CH3:46])[CH:38]=3)[C:33]([OH:35])=[O:34])[CH:22]=2)=[CH:12][CH:11]=1)=[O:28])([CH3:6])([CH3:5])[CH3:4]. (7) Given the reactants C1C=CC(N([S:8]([C:11]([F:14])([F:13])[F:12])(=[O:10])=[O:9])[S:8]([C:11]([F:14])([F:13])[F:12])(=[O:10])=[O:9])=CC=1.C([O-])([O-])=O.[Cs+].[Cs+].[Br:28][C:29]1[C:38]2[C:33](=[CH:34][CH:35]=[CH:36][CH:37]=2)[C:32]([OH:39])=[C:31]([CH:40]([O:46][C:47]([CH3:50])([CH3:49])[CH3:48])[C:41]([O:43][CH2:44][CH3:45])=[O:42])[C:30]=1[CH3:51].OS([O-])(=O)=O.[Na+], predict the reaction product. The product is: [Br:28][C:29]1[C:38]2[C:33](=[CH:34][CH:35]=[CH:36][CH:37]=2)[C:32]([O:39][S:8]([C:11]([F:14])([F:13])[F:12])(=[O:10])=[O:9])=[C:31]([CH:40]([O:46][C:47]([CH3:50])([CH3:49])[CH3:48])[C:41]([O:43][CH2:44][CH3:45])=[O:42])[C:30]=1[CH3:51].